Dataset: Forward reaction prediction with 1.9M reactions from USPTO patents (1976-2016). Task: Predict the product of the given reaction. (1) The product is: [CH2:1]([O:6][C:7]1[CH:12]=[CH:11][N:10]=[C:9]([CH2:13][Cl:18])[C:8]=1[CH3:15])[CH2:2][CH2:3][CH2:4][CH3:5]. Given the reactants [CH2:1]([O:6][C:7]1[CH:12]=[CH:11][N:10]=[C:9]([CH2:13]O)[C:8]=1[CH3:15])[CH2:2][CH2:3][CH2:4][CH3:5].S(Cl)([Cl:18])=O, predict the reaction product. (2) Given the reactants [CH2:1]([C:5]1[O:6][C:7]2[CH:16]=[CH:15][CH:14]=[CH:13][C:8]=2[C:9]=1[C:10](Cl)=[O:11])[CH2:2][CH2:3][CH3:4].Br.[NH2:18][C:19]1[CH:24]=[CH:23][C:22]([C:25]2[CH:30]=[CH:29][C:28]([OH:31])=[CH:27][CH:26]=2)=[CH:21][CH:20]=1.C(N(CC)CC)C, predict the reaction product. The product is: [CH2:1]([C:5]1[O:6][C:7]2[CH:16]=[CH:15][CH:14]=[CH:13][C:8]=2[C:9]=1[C:10]([NH:18][C:19]1[CH:20]=[CH:21][C:22]([C:25]2[CH:30]=[CH:29][C:28]([OH:31])=[CH:27][CH:26]=2)=[CH:23][CH:24]=1)=[O:11])[CH2:2][CH2:3][CH3:4]. (3) Given the reactants Br[C:2]1[CH:3]=[N:4][CH:5]=[C:6]([CH:9]=1)[CH:7]=[O:8].[C:10]1(B(O)O)[CH:15]=[CH:14][CH:13]=[CH:12][CH:11]=1.C([O-])([O-])=O.[Na+].[Na+].O, predict the reaction product. The product is: [C:10]1([C:2]2[CH:3]=[N:4][CH:5]=[C:6]([CH:9]=2)[CH:7]=[O:8])[CH:15]=[CH:14][CH:13]=[CH:12][CH:11]=1.